From a dataset of Peptide-MHC class II binding affinity with 134,281 pairs from IEDB. Regression. Given a peptide amino acid sequence and an MHC pseudo amino acid sequence, predict their binding affinity value. This is MHC class II binding data. The peptide sequence is MGVTYLALIATFKIQ. The MHC is DRB1_0701 with pseudo-sequence DRB1_0701. The binding affinity (normalized) is 0.802.